From a dataset of Experimentally validated miRNA-target interactions with 360,000+ pairs, plus equal number of negative samples. Binary Classification. Given a miRNA mature sequence and a target amino acid sequence, predict their likelihood of interaction. (1) The miRNA is hsa-miR-1911-5p with sequence UGAGUACCGCCAUGUCUGUUGGG. The protein sequence of the target gene is MQVDPPLHGPPNDFLIFQIIPLHSLSIMPRFLWILCFSMEETQGELTSSCGSKTMANVSLAFRDVSIDLSQEEWECLDAVQRDLYKDVMLENYSNLVSLGYTIPKPDVITLLEQEKEPWIVMREGTRNWFTDLEYKYITKNLLSEKNVCKIYLSQLQTGEKSKNTIHEDTIFRNGLQCKHEFERQERHQMGCVSQMLIQKQISHPLHPKIHAREKSYECKECRKAFRQQSYLIQHLRIHTGERPYKCMECGKAFCRVGDLRVHHTIHAGERPYECKECGKAFRLHYHLTEHQRIHSGVKP.... Result: 0 (no interaction). (2) The miRNA is hsa-miR-646 with sequence AAGCAGCUGCCUCUGAGGC. The protein sequence of the target gene is MTDTLLPAAPQPLEKEGDDYFRKGCNPLAQTGRSKLQNQRAALNQQILKAVRMRTGAENLLKVATNQKVREQVRLELSFVNSDLQMLKEELEGLNISVGVYQGTEEAFTIPLIPLGLKETKEVDFSIVFKDFILEHYSEDSYLYEDDIADLMDLRQACRTPSRDEAGVELLMSYFIQLGFVESRFFPPTRHMGLLFTWYDSFTGVPVSQQTLLLEKASVLFNIGALYTQIGTRCNRQTQAGLESAVDAFQRAAGVLNYLKETFTHTPSYDMSPAMLSVLVKMMLAQAQESVFEKVCLPGI.... Result: 0 (no interaction). (3) The miRNA is hsa-miR-200b-3p with sequence UAAUACUGCCUGGUAAUGAUGA. The protein sequence of the target gene is MAASAAAAELQASGGPRHPVCLLVLGMAGSGKTTFVQRLTGHLHAQGTPPYVINLDPAVHEVPFPANIDIRDTVKYKEVMKQYGLGPNGGIVTSLNLFATRFDQVMKFIEKAQNMSKYVLIDTPGQIEVFTWSASGTIITEALASSFPTVVIYVMDTSRSTNPVTFMSNMLYACSILYKTKLPFIVVMNKTDIIDHSFAVEWMQDFEAFQDALNQETTYVSNLTRSMSLVLDEFYSSLRVVGVSAVLGTGLDELFVQVTSAAEEYEREYRPEYERLKKSLANAESQQQREQLERLRKDMG.... Result: 0 (no interaction). (4) The miRNA is hsa-miR-548h-3p with sequence CAAAAACCGCAAUUACUUUUGCA. The protein sequence of the target gene is MASGAQLPPQPSSSEVSAVQSPGGRPGAGLEETALGVPLPPSPGEAPLPRSNRSRCPGTRQPGAASLHAASAAVPVRPRRGTAPAGKTADAVPAAAPEQAPRPAPQSRKPRNLEGDLDERRLLCHLQLAQDREARLWRGGKPQDEICDAFEEVVLWLLRLQNTFYFSQSTFNLALTIFGRLLISVKVKEKYLHCATITSLRLAAKVNEEEEFIPQVKDFTKHYGSDYSPNELLRMELAILDRLHWDLYIGTPLDFLTIFHALVVLSWPHVLELLPQRNPSLHVASLTRQLQHCMAGHQLL.... Result: 1 (interaction). (5) The miRNA is hsa-miR-124-3p with sequence UAAGGCACGCGGUGAAUGCCAA. The protein sequence of the target gene is MALAARLWRLLPFRRGAAPGSRLPAGTSGSRGHCGPCRFRGFEVMGNPGTFKRGLLLSALSYLGFETYQVISQAAVVHATAKVEEILEQADYLYESGETEKLYQLLTQYKESEDAELLWRLARASRDVAQLSRTSEEEKKLLVYEALEYAKRALEKNESSFASHKWYAICLSDVGDYEGIKAKIANAYIIKEHFEKAIELNPKDATSIHLMGIWCYTFAEMPWYQRRIAKMLFATPPSSTYEKALGYFHRAEQVDPNFYSKNLLLLGKTYLKLHNKKLAAFWLMKAKDYPAHTEEDKQIQ.... Result: 1 (interaction). (6) The miRNA is hsa-miR-24-3p with sequence UGGCUCAGUUCAGCAGGAACAG. The protein sequence of the target gene is MALLVRVLRNQTSISQWVPVCSRLIPVSPTQGQGDRALSRTSQWPQMSQSRACGGSEQIPGIDIQLNRKYHTTRKLSTTKDSPQPVEEKVGAFTKIIEAMGFTGPLKYSKWKIKIAALRMYTSCVEKTDFEEFFLRCQMPDTFNSWFLITLLHVWMCLVRMKQEGRSGKYMCRIIVHFMWEDVQQRGRVMGVNPYILKKNMILMTNHFYAAILGYDEGILSDDHGLAAALWRTFFNRKCEDPRHLELLVEYVRKQIQYLDSMNGEDLLLTGEVSWRPLVEKNPQSILKPHSPTYNDEGL. Result: 1 (interaction).